Dataset: Forward reaction prediction with 1.9M reactions from USPTO patents (1976-2016). Task: Predict the product of the given reaction. (1) Given the reactants [C:1]([C:9]1[CH:17]=[CH:16][C:12]([C:13](O)=[O:14])=[CH:11][CH:10]=1)(=[O:8])[C:2]1[CH:7]=[CH:6][CH:5]=[CH:4][CH:3]=1.S(Cl)([Cl:20])=O.C1(C)C=CC=CC=1, predict the reaction product. The product is: [C:1]([C:9]1[CH:17]=[CH:16][C:12]([C:13]([Cl:20])=[O:14])=[CH:11][CH:10]=1)(=[O:8])[C:2]1[CH:7]=[CH:6][CH:5]=[CH:4][CH:3]=1. (2) Given the reactants [F:1][C:2]([F:11])([F:10])[C:3]1[N:8]=[CH:7][C:6]([OH:9])=[CH:5][CH:4]=1.C(=O)([O-])[O-].[Na+].[Na+].[Cl:18][O-].[Na+].C(O)(=O)C, predict the reaction product. The product is: [Cl:18][C:7]1[C:6]([OH:9])=[CH:5][CH:4]=[C:3]([C:2]([F:1])([F:10])[F:11])[N:8]=1.